Dataset: Forward reaction prediction with 1.9M reactions from USPTO patents (1976-2016). Task: Predict the product of the given reaction. (1) Given the reactants [OH:1][CH:2]1[CH:6]([OH:7])[CH2:5][C:4]([CH2:9][O:10][CH2:11][C:12]([OH:14])=[O:13])([CH3:8])[CH2:3]1.[CH3:15][C:16]1C=CC(S(O)(=O)=O)=C[CH:21]=1.COC(OC)(C)C, predict the reaction product. The product is: [CH3:15][C:16]1([CH3:21])[O:7][CH:6]2[CH2:5][C:4]([CH2:9][O:10][CH2:11][C:12]([OH:14])=[O:13])([CH3:8])[CH2:3][CH:2]2[O:1]1. (2) Given the reactants Br[CH2:2][C:3]([C:5]1[C:6]([CH3:14])=[C:7]([C:10]([F:13])=[CH:11][CH:12]=1)[C:8]#[N:9])=[O:4].[OH:15][CH2:16][CH2:17][CH:18]1[NH:23][CH2:22][CH2:21][N:20]([C:24]([O:26][C:27]([CH3:30])([CH3:29])[CH3:28])=[O:25])[CH2:19]1.CCN(C(C)C)C(C)C, predict the reaction product. The product is: [C:8]([C:7]1[C:6]([CH3:14])=[C:5]([C:3](=[O:4])[CH2:2][N:23]2[CH2:22][CH2:21][N:20]([C:24]([O:26][C:27]([CH3:28])([CH3:29])[CH3:30])=[O:25])[CH2:19][CH:18]2[CH2:17][CH2:16][OH:15])[CH:12]=[CH:11][C:10]=1[F:13])#[N:9]. (3) Given the reactants [CH3:1][N:2]1[CH2:7][CH2:6][CH:5]([CH2:8][C:9]2[CH:17]=[CH:16][C:12]([C:13](O)=[O:14])=[CH:11][C:10]=2[C:18]([F:21])([F:20])[F:19])[CH2:4][CH2:3]1.S(Cl)([Cl:24])=O, predict the reaction product. The product is: [ClH:24].[CH3:1][N:2]1[CH2:7][CH2:6][CH:5]([CH2:8][C:9]2[CH:17]=[CH:16][C:12]([C:13]([Cl:24])=[O:14])=[CH:11][C:10]=2[C:18]([F:21])([F:20])[F:19])[CH2:4][CH2:3]1. (4) The product is: [O:10]=[C:11]1[C:20]2[C:15](=[CH:16][CH:17]=[CH:18][CH:19]=2)[C:14]([CH2:21][C:22]2[CH:23]=[C:24]([N:28]3[C:29](=[O:41])[CH2:30][CH:31]([C:35]4[CH:40]=[CH:39][CH:38]=[CH:37][CH:36]=4)[C:32]3=[O:34])[CH:25]=[CH:26][CH:27]=2)=[N:13][NH:12]1. Given the reactants C(N(C(C)C)CC)(C)C.[O:10]=[C:11]1[C:20]2[C:15](=[CH:16][CH:17]=[CH:18][CH:19]=2)[C:14]([CH2:21][C:22]2[CH:23]=[C:24]([NH:28][C:29](=[O:41])[CH2:30][CH:31]([C:35]3[CH:40]=[CH:39][CH:38]=[CH:37][CH:36]=3)[C:32]([OH:34])=O)[CH:25]=[CH:26][CH:27]=2)=[N:13][NH:12]1.O=C1C2C(=CC=CC=2)C(CC2C=C(NC(=O)C(C3C=CC=CC=3)CC(O)=O)C=CC=2)=NN1.O, predict the reaction product. (5) Given the reactants [CH3:1][N:2]1[CH2:7][CH2:6][N:5]2[N:8]=[C:9]([C:14](OC)=[O:15])[C:10]([N+:11]([O-:13])=[O:12])=[C:4]2[C:3]1=[O:18].[NH3:19].C(O)C, predict the reaction product. The product is: [CH3:1][N:2]1[CH2:7][CH2:6][N:5]2[N:8]=[C:9]([C:14]([NH2:19])=[O:15])[C:10]([N+:11]([O-:13])=[O:12])=[C:4]2[C:3]1=[O:18]. (6) Given the reactants [C:1]([C:5]1[C:6]([O:28][CH3:29])=[C:7]([CH2:19][CH2:20][C:21]2[N:26]=[CH:25][C:24]([NH2:27])=[CH:23][CH:22]=2)[CH:8]=[C:9]([C:11]2[C:12]([O:17][CH3:18])=[N:13][CH:14]=[CH:15][CH:16]=2)[CH:10]=1)([CH3:4])([CH3:3])[CH3:2].N1C=CC=CC=1.[CH3:36][S:37](Cl)(=[O:39])=[O:38], predict the reaction product. The product is: [C:1]([C:5]1[C:6]([O:28][CH3:29])=[C:7]([CH2:19][CH2:20][C:21]2[N:26]=[CH:25][C:24]([NH:27][S:37]([CH3:36])(=[O:39])=[O:38])=[CH:23][CH:22]=2)[CH:8]=[C:9]([C:11]2[C:12]([O:17][CH3:18])=[N:13][CH:14]=[CH:15][CH:16]=2)[CH:10]=1)([CH3:4])([CH3:2])[CH3:3]. (7) The product is: [CH3:1][O:2][C:3]1[CH:4]=[CH:5][CH:6]=[C:7]2[C:12]=1[CH:11]([NH:13][C:14]1[O:15][CH2:16][C:17]3[CH:23]=[C:22]([NH:24][C:28]([CH:25]4[CH2:27][CH2:26]4)=[O:29])[CH:21]=[CH:20][C:18]=3[N:19]=1)[CH2:10][CH2:9][CH2:8]2. Given the reactants [CH3:1][O:2][C:3]1[CH:4]=[CH:5][CH:6]=[C:7]2[C:12]=1[CH:11]([NH:13][C:14]1[O:15][CH2:16][C:17]3[CH:23]=[C:22]([NH2:24])[CH:21]=[CH:20][C:18]=3[N:19]=1)[CH2:10][CH2:9][CH2:8]2.[CH:25]1([C:28](Cl)=[O:29])[CH2:27][CH2:26]1, predict the reaction product. (8) Given the reactants [CH3:1][S-:2].[Na+].[Cl:4][C:5]1[C:10]([O:11][CH3:12])=[CH:9][C:8]([CH2:13]Cl)=[CH:7][N:6]=1, predict the reaction product. The product is: [Cl:4][C:5]1[C:10]([O:11][CH3:12])=[CH:9][C:8]([CH2:13][S:2][CH3:1])=[CH:7][N:6]=1.